This data is from Forward reaction prediction with 1.9M reactions from USPTO patents (1976-2016). The task is: Predict the product of the given reaction. (1) Given the reactants C(OC([N:8]1[CH2:13][CH2:12][CH:11]([O:14][C:15]2[CH:20]=[CH:19][CH:18]=[CH:17][C:16]=2[C:21]([F:24])([F:23])[F:22])[CH2:10][CH2:9]1)=O)(C)(C)C.FC(F)(F)C(O)=O, predict the reaction product. The product is: [F:24][C:21]([F:22])([F:23])[C:16]1[CH:17]=[CH:18][CH:19]=[CH:20][C:15]=1[O:14][CH:11]1[CH2:12][CH2:13][NH:8][CH2:9][CH2:10]1. (2) Given the reactants CON(C)[C:4]([C:6]1[C:7]([NH2:15])=[N:8][C:9]([S:12][CH2:13][CH3:14])=[N:10][CH:11]=1)=[O:5].I[C:18]1[CH:23]=[CH:22][CH:21]=[CH:20][C:19]=1[C:24]([F:27])([F:26])[F:25], predict the reaction product. The product is: [NH2:15][C:7]1[C:6]([C:4]([C:18]2[CH:23]=[CH:22][CH:21]=[CH:20][C:19]=2[C:24]([F:27])([F:26])[F:25])=[O:5])=[CH:11][N:10]=[C:9]([S:12][CH2:13][CH3:14])[N:8]=1. (3) Given the reactants [Br:1]Br.[OH:3][C:4]1[CH:13]=[C:12]2[C:7]([C:8]([CH3:15])=[CH:9][C:10](=[O:14])[O:11]2)=[CH:6][C:5]=1[O:16][CH3:17].S(=O)(O)[O-].[Na+], predict the reaction product. The product is: [Br:1][C:9]1[C:10](=[O:14])[O:11][C:12]2[C:7]([C:8]=1[CH3:15])=[CH:6][C:5]([O:16][CH3:17])=[C:4]([OH:3])[CH:13]=2. (4) Given the reactants [CH:1]([C:3]1[NH:4][C:5]2[CH2:6][CH2:7][CH2:8][CH2:9][C:10]=2[C:11]=1[CH2:12][CH2:13][CH2:14][N:15]1[CH2:20][CH2:19][N:18]([CH2:21][C:22]([OH:24])=[O:23])[CH2:17][CH2:16]1)=O.[CH3:25][NH:26][S:27]([C:30]1[CH:31]=[C:32]2[C:36](=[CH:37][CH:38]=1)[NH:35][C:34](=[O:39])[CH2:33]2)(=[O:29])=[O:28], predict the reaction product. The product is: [CH3:25][NH:26][S:27]([C:30]1[CH:31]=[C:32]2[C:36](=[CH:37][CH:38]=1)[NH:35][C:34](=[O:39])/[C:33]/2=[CH:1]\[C:3]1[NH:4][C:5]2[CH2:6][CH2:7][CH2:8][CH2:9][C:10]=2[C:11]=1[CH2:12][CH2:13][CH2:14][N:15]1[CH2:20][CH2:19][N:18]([CH2:21][C:22]([OH:24])=[O:23])[CH2:17][CH2:16]1)(=[O:29])=[O:28]. (5) Given the reactants [Cl:1][C:2]1[CH:7]=[C:6]([Cl:8])[CH:5]=[CH:4][C:3]=1[CH:9]([CH3:23])[C:10]([C:16]1[CH:21]=[CH:20][NH:19][C:18](=[O:22])[CH:17]=1)([OH:15])[C:11]([F:14])([F:13])[F:12].CC([O-])(C)C.[K+].[CH3:30][O:31][C:32](=[O:35])[CH2:33]Br.O, predict the reaction product. The product is: [CH3:30][O:31][C:32](=[O:35])[CH2:33][N:19]1[CH:20]=[CH:21][C:16]([C:10]([OH:15])([C:11]([F:14])([F:13])[F:12])[CH:9]([C:3]2[CH:4]=[CH:5][C:6]([Cl:8])=[CH:7][C:2]=2[Cl:1])[CH3:23])=[CH:17][C:18]1=[O:22].